This data is from Reaction yield outcomes from USPTO patents with 853,638 reactions. The task is: Predict the reaction yield, written as a fraction of the theoretical maximum amount of product (1.0 means a 100% yield; for example, 0.34 means a 34% yield). (1) The reactants are [C:1]([O:5][C:6]([NH:8][C:9]1[S:10][CH:11]=[C:12]([CH:14]=O)[N:13]=1)=[O:7])([CH3:4])([CH3:3])[CH3:2].[C:16]1([C:22]([C:36]2[CH:41]=[CH:40][CH:39]=[CH:38][CH:37]=2)([C:30]2[CH:35]=[CH:34][CH:33]=[CH:32][CH:31]=2)[N:23]2[CH2:28][CH2:27][C:26](=[O:29])[CH2:25][CH2:24]2)[CH:21]=[CH:20][CH:19]=[CH:18][CH:17]=1.N1CCCC1. No catalyst specified. The product is [C:1]([O:5][C:6]([NH:8][C:9]1[S:10][CH:11]=[C:12](/[CH:14]=[C:27]2\[CH2:28][N:23]([C:22]([C:30]3[CH:35]=[CH:34][CH:33]=[CH:32][CH:31]=3)([C:16]3[CH:17]=[CH:18][CH:19]=[CH:20][CH:21]=3)[C:36]3[CH:41]=[CH:40][CH:39]=[CH:38][CH:37]=3)[CH2:24][CH2:25][C:26]\2=[O:29])[N:13]=1)=[O:7])([CH3:2])([CH3:3])[CH3:4]. The yield is 0.360. (2) The reactants are [N:1]1([C:17]([O:19][C:20]([CH3:23])([CH3:22])[CH3:21])=[O:18])[C:9]2[C:4](=[CH:5][CH:6]=[CH:7][C:8]=2[C:10]([O:12][C:13]([CH3:16])([CH3:15])[CH3:14])=[O:11])[CH2:3][CH2:2]1.[Br:24]N1C(=O)CCC1=O.O. The catalyst is ClCCl. The product is [Br:24][C:6]1[CH:5]=[C:4]2[C:9](=[C:8]([C:10]([O:12][C:13]([CH3:15])([CH3:16])[CH3:14])=[O:11])[CH:7]=1)[N:1]([C:17]([O:19][C:20]([CH3:23])([CH3:22])[CH3:21])=[O:18])[CH2:2][CH2:3]2. The yield is 0.870. (3) The reactants are [CH2:1]([C:8]1([OH:14])[CH2:12][CH2:11][O:10][C:9]1=[O:13])[C:2]1[CH:7]=[CH:6][CH:5]=[CH:4][CH:3]=1.[NH2:15][C@H:16]([C:21]([NH:23][CH3:24])=[O:22])[C:17]([CH3:20])([CH3:19])[CH3:18].N1C=CC=CC1=O. The catalyst is ClCCCl. The product is [CH2:1]([C@:8]([OH:14])([CH2:12][CH2:11][OH:10])[C:9]([NH:15][C@H:16]([C:21](=[O:22])[NH:23][CH3:24])[C:17]([CH3:20])([CH3:19])[CH3:18])=[O:13])[C:2]1[CH:7]=[CH:6][CH:5]=[CH:4][CH:3]=1.[CH2:1]([C@@:8]([OH:14])([CH2:12][CH2:11][OH:10])[C:9]([NH:15][C@H:16]([C:21](=[O:22])[NH:23][CH3:24])[C:17]([CH3:20])([CH3:19])[CH3:18])=[O:13])[C:2]1[CH:7]=[CH:6][CH:5]=[CH:4][CH:3]=1. The yield is 0.250. (4) No catalyst specified. The product is [CH2:13]([O:15][CH2:3][C:4]1[N:5]=[C:6]([NH:9][C:10](=[O:12])[CH3:11])[S:7][CH:8]=1)[CH3:14]. The yield is 0.420. The reactants are [Na].Cl[CH2:3][C:4]1[N:5]=[C:6]([NH:9][C:10](=[O:12])[CH3:11])[S:7][CH:8]=1.[CH2:13]([OH:15])[CH3:14]. (5) The reactants are Br[C:2]1[CH:3]=[C:4]([N:8]2[C:16]3[C:11](=[CH:12][CH:13]=[CH:14][CH:15]=3)[C:10]([C:17]([O:19][CH3:20])=[O:18])=[N:9]2)[CH:5]=[CH:6][CH:7]=1.[C:21]([C@:23]1([OH:30])[CH2:27][CH2:26][N:25]([CH3:28])[C:24]1=[O:29])#[CH:22]. No catalyst specified. The product is [OH:30][C@@:23]1([C:21]#[C:22][C:2]2[CH:3]=[C:4]([N:8]3[C:16]4[C:11](=[CH:12][CH:13]=[CH:14][CH:15]=4)[C:10]([C:17]([O:19][CH3:20])=[O:18])=[N:9]3)[CH:5]=[CH:6][CH:7]=2)[CH2:27][CH2:26][N:25]([CH3:28])[C:24]1=[O:29]. The yield is 0.740. (6) The reactants are [Br:1][C:2]1[CH:3]=[C:4]([C:8]2[CH:16]=[CH:15][CH:14]=[C:13]3[C:9]=2[CH2:10][C:11](=[O:17])[NH:12]3)[CH:5]=[CH:6][CH:7]=1.[CH:18]([N:21]([CH:36]([CH3:38])[CH3:37])[CH2:22][CH2:23][NH:24][C:25]([C:27]1[C:31]([CH3:32])=[C:30]([CH:33]=O)[NH:29][C:28]=1[CH3:35])=[O:26])([CH3:20])[CH3:19]. The catalyst is C(O)C.N1CCCCC1. The product is [CH:36]([N:21]([CH:18]([CH3:20])[CH3:19])[CH2:22][CH2:23][NH:24][C:25]([C:27]1[C:31]([CH3:32])=[C:30]([CH:33]=[C:10]2[C:9]3[C:13](=[CH:14][CH:15]=[CH:16][C:8]=3[C:4]3[CH:5]=[CH:6][CH:7]=[C:2]([Br:1])[CH:3]=3)[NH:12][C:11]2=[O:17])[NH:29][C:28]=1[CH3:35])=[O:26])([CH3:37])[CH3:38]. The yield is 0.300.